Predict which catalyst facilitates the given reaction. From a dataset of Catalyst prediction with 721,799 reactions and 888 catalyst types from USPTO. (1) Product: [Cl:10][C:11]1[CH:19]=[C:18]2[C:14]([C:15]([C:20]#[N:21])=[N:16][N:17]2[CH2:4][C:3]2[CH:6]=[CH:7][CH:8]=[CH:9][C:2]=2[F:1])=[CH:13][CH:12]=1. Reactant: [F:1][C:2]1[CH:9]=[CH:8][CH:7]=[CH:6][C:3]=1[CH2:4]Br.[Cl:10][C:11]1[CH:19]=[C:18]2[C:14]([C:15]([C:20]#[N:21])=[N:16][NH:17]2)=[CH:13][CH:12]=1.C(=O)([O-])[O-].[K+].[K+].O. The catalyst class is: 3. (2) Reactant: [NH2:1][C:2]1[N:10]=[CH:9][N:8]=[C:7]2[C:3]=1[N:4]=[CH:5][N:6]2[C@H:11]1[C@H:15]([OH:16])[C@H:14]([OH:17])[CH:13]=[CH:12]1. Product: [NH2:1][C:2]1[N:10]=[CH:9][N:8]=[C:7]2[C:3]=1[N:4]=[CH:5][N:6]2[C@@H:11]1[CH2:12][CH2:13][C@@H:14]([OH:17])[C@H:15]1[OH:16]. The catalyst class is: 19. (3) Reactant: [CH2:1]([C:3]1[CH:4]=[C:5]([CH:8]=[CH:9][C:10]=1[O:11][CH3:12])[C:6]#[N:7])[CH3:2].[ClH:13]. Product: [CH2:1]([C:3]1[CH:4]=[C:5]([CH:8]=[CH:9][C:10]=1[O:11][CH3:12])[CH2:6][NH2:7])[CH3:2].[ClH:13]. The catalyst class is: 105. (4) Reactant: [C:1]([O:5][C:6]([N:8]1[CH2:13][CH2:12][CH:11]([OH:14])[CH2:10][CH2:9]1)=[O:7])([CH3:4])([CH3:3])[CH3:2].F[C:16]1[CH:21]=[CH:20][C:19]([N+:22]([O-:24])=[O:23])=[CH:18][CH:17]=1.[H-].[Na+].O. Product: [C:1]([O:5][C:6]([N:8]1[CH2:13][CH2:12][CH:11]([O:14][C:16]2[CH:21]=[CH:20][C:19]([N+:22]([O-:24])=[O:23])=[CH:18][CH:17]=2)[CH2:10][CH2:9]1)=[O:7])([CH3:4])([CH3:2])[CH3:3]. The catalyst class is: 16. (5) Reactant: [CH3:1][C@@H:2]([C@@H:8]1[C@@:12]2([CH3:29])[C@@H:13]([OH:28])[CH2:14][C@@H:15]3[C@@:20]4([CH3:26])[CH2:21][CH2:22][C@@H:23]([OH:25])[CH2:24][C@H:19]4[CH2:18][C@@H:17]([OH:27])[C@H:16]3[C@@H:11]2[CH2:10][CH2:9]1)[CH2:3][CH2:4][C:5]([OH:7])=[O:6].Cl[O-].[Na+]. Product: [CH3:1][C@@H:2]([C@@H:8]1[C@@:12]2([CH3:29])[C:13]([CH2:14][C@@H:15]3[C@@:20]4([CH3:26])[CH2:21][CH2:22][C:23]([CH2:24][C@H:19]4[CH2:18][C:17](=[O:27])[C@H:16]3[C@@H:11]2[CH2:10][CH2:9]1)=[O:25])=[O:28])[CH2:3][CH2:4][C:5]([OH:7])=[O:6]. The catalyst class is: 15. (6) Reactant: [Br:1][C:2]1[CH:3]=[CH:4][C:5]([O:16][CH2:17][C:18]2[CH:23]=[CH:22][C:21]([Cl:24])=[CH:20][CH:19]=2)=[C:6]([CH2:8][N:9]2[CH2:14][CH2:13][C:12](=O)[CH2:11][CH2:10]2)[CH:7]=1.[CH2:25]([NH2:27])[CH3:26].[BH-](OC(C)=O)(OC(C)=O)OC(C)=O.[Na+].CC(O)=O. Product: [Br:1][C:2]1[CH:3]=[CH:4][C:5]([O:16][CH2:17][C:18]2[CH:23]=[CH:22][C:21]([Cl:24])=[CH:20][CH:19]=2)=[C:6]([CH2:8][N:9]2[CH2:14][CH2:13][CH:12]([NH:27][CH2:25][CH3:26])[CH2:11][CH2:10]2)[CH:7]=1. The catalyst class is: 61. (7) Reactant: [H-].[H-].[H-].[H-].[Li+].[Al+3].[C:7]([NH:11][C:12]1[C:17]([C:18](OCC)=[O:19])=[CH:16][N:15]=[C:14]([Cl:23])[CH:13]=1)([CH3:10])([CH3:9])[CH3:8]. Product: [C:7]([NH:11][C:12]1[CH:13]=[C:14]([Cl:23])[N:15]=[CH:16][C:17]=1[CH2:18][OH:19])([CH3:10])([CH3:8])[CH3:9]. The catalyst class is: 1.